Dataset: Forward reaction prediction with 1.9M reactions from USPTO patents (1976-2016). Task: Predict the product of the given reaction. Given the reactants [CH3:1][Si:2]([C:5]#[CH:6])([CH3:4])[CH3:3].C([Mg]Br)(C)C.[CH:12]([O:15][C:16]([N:18]1[CH:23]([CH2:24][CH:25]=[O:26])[CH2:22][CH:21]([N:27]([CH2:32][C:33]2[CH:38]=[C:37]([C:39]([F:42])([F:41])[F:40])[CH:36]=[C:35]([Cl:43])[CH:34]=2)[C:28]([O:30][CH3:31])=[O:29])[CH2:20][CH:19]1[CH2:44][CH3:45])=[O:17])([CH3:14])[CH3:13].CC(OI1(OC(C)=O)(OC(C)=O)OC(=O)C2C=CC=CC1=2)=O, predict the reaction product. The product is: [CH:12]([O:15][C:16]([N:18]1[CH:23]([CH2:24][C:25](=[O:26])[C:6]#[C:5][Si:2]([CH3:4])([CH3:3])[CH3:1])[CH2:22][CH:21]([N:27]([CH2:32][C:33]2[CH:38]=[C:37]([C:39]([F:41])([F:40])[F:42])[CH:36]=[C:35]([Cl:43])[CH:34]=2)[C:28]([O:30][CH3:31])=[O:29])[CH2:20][CH:19]1[CH2:44][CH3:45])=[O:17])([CH3:14])[CH3:13].